From a dataset of Reaction yield outcomes from USPTO patents with 853,638 reactions. Predict the reaction yield, written as a fraction of the theoretical maximum amount of product (1.0 means a 100% yield; for example, 0.34 means a 34% yield). (1) The reactants are C(OC([NH:8][C@H:9]([C:11]([NH:13][CH:14]1[N:20]=[C:19]([C:21]2[CH:26]=[CH:25][CH:24]=[CH:23][N:22]=2)[C:18]2[CH:27]=[CH:28][CH:29]=[CH:30][C:17]=2[N:16]([CH2:31][C:32](=[O:37])[C:33]([CH3:36])([CH3:35])[CH3:34])[C:15]1=[O:38])=[O:12])[CH3:10])=O)(C)(C)C.C(O)(C(F)(F)F)=O. No catalyst specified. The product is [NH2:8][C@H:9]([C:11]([NH:13][CH:14]1[N:20]=[C:19]([C:21]2[CH:26]=[CH:25][CH:24]=[CH:23][N:22]=2)[C:18]2[CH:27]=[CH:28][CH:29]=[CH:30][C:17]=2[N:16]([CH2:31][C:32](=[O:37])[C:33]([CH3:35])([CH3:34])[CH3:36])[C:15]1=[O:38])=[O:12])[CH3:10]. The yield is 0.930. (2) The reactants are NC1N=C(NC2CCN(S(C3C=CC(CCCN(C)C)=CC=3)(=O)=O)CC2)SC=1C(C1C(F)=CC=CC=1F)=O.[NH2:39][C:40]1[N:41]=[C:42]([NH:55][CH:56]2[CH2:61][CH2:60][N:59]([S:62]([C:65]3[CH:66]=[N:67][C:68]([C:71]#[C:72][CH2:73][N:74]([CH3:76])[CH3:75])=[CH:69][CH:70]=3)(=[O:64])=[O:63])[CH2:58][CH2:57]2)[S:43][C:44]=1[C:45]([C:47]1[C:52]([F:53])=[CH:51][CH:50]=[CH:49][C:48]=1[F:54])=[O:46]. No catalyst specified. The product is [NH2:39][C:40]1[N:41]=[C:42]([NH:55][CH:56]2[CH2:61][CH2:60][N:59]([S:62]([C:65]3[CH:66]=[N:67][C:68]([CH2:71][CH2:72][CH2:73][N:74]([CH3:76])[CH3:75])=[CH:69][CH:70]=3)(=[O:64])=[O:63])[CH2:58][CH2:57]2)[S:43][C:44]=1[C:45]([C:47]1[C:52]([F:53])=[CH:51][CH:50]=[CH:49][C:48]=1[F:54])=[O:46]. The yield is 0.740.